This data is from Full USPTO retrosynthesis dataset with 1.9M reactions from patents (1976-2016). The task is: Predict the reactants needed to synthesize the given product. (1) Given the product [NH2:1][C:2]1[N:7]=[CH:6][N:5]=[C:4]2[N:8]([CH:12]([C:14]3[CH:21]=[C:20]([Cl:22])[C:17]([C:18]#[N:19])=[C:16]([CH:23]4[CH2:24][N:25]([C:30](=[O:33])[C:57]([OH:69])([CH3:56])[CH3:52])[CH2:26]4)[C:15]=3[O:27][CH2:28][CH3:29])[CH3:13])[N:9]=[C:10]([CH3:11])[C:3]=12, predict the reactants needed to synthesize it. The reactants are: [NH2:1][C:2]1[N:7]=[CH:6][N:5]=[C:4]2[N:8]([CH:12]([C:14]3[CH:21]=[C:20]([Cl:22])[C:17]([C:18]#[N:19])=[C:16]([CH:23]4[CH2:26][NH:25][CH2:24]4)[C:15]=3[O:27][CH2:28][CH3:29])[CH3:13])[N:9]=[C:10]([CH3:11])[C:3]=12.[C:30](O)(=[O:33])CC.C(N(CC)CC)C.F[P-](F)(F)(F)(F)F.N1(OC(N(C)C)=[N+](C)C)C2C=C[CH:56]=[CH:57][C:52]=2N=N1.CN(C)C=[O:69]. (2) Given the product [NH2:32][C:30]1[S:31][C:1]([CH2:3][CH:4]2[CH2:5][CH2:6][N:7]([C:10]3[CH:15]=[CH:14][C:13]([N:16]4[CH2:20][C@H:19]([CH2:21][NH:22][C:23](=[O:25])[CH3:24])[O:18][C:17]4=[O:26])=[CH:12][C:11]=3[F:27])[CH2:8][CH2:9]2)=[N:2][N:29]=1, predict the reactants needed to synthesize it. The reactants are: [C:1]([CH2:3][CH:4]1[CH2:9][CH2:8][N:7]([C:10]2[CH:15]=[CH:14][C:13]([N:16]3[CH2:20][C@H:19]([CH2:21][NH:22][C:23](=[O:25])[CH3:24])[O:18][C:17]3=[O:26])=[CH:12][C:11]=2[F:27])[CH2:6][CH2:5]1)#[N:2].N[NH:29][C:30]([NH2:32])=[S:31]. (3) Given the product [CH:26]1([CH2:25][CH2:24][CH2:23][C@@H:14]([C:12]2[O:11][N:10]=[C:2]([CH2:3][C:4]3[CH:5]=[N:6][CH:7]=[CH:8][CH:9]=3)[N:1]=2)[CH2:15][C:16]([O:18][C:19]([CH3:22])([CH3:21])[CH3:20])=[O:17])[CH2:31][CH2:30][CH2:29][CH2:28][CH2:27]1, predict the reactants needed to synthesize it. The reactants are: [NH2:1]/[C:2](=[N:10]\[O:11][C:12]([C@H:14]([CH2:23][CH2:24][CH2:25][CH:26]1[CH2:31][CH2:30][CH2:29][CH2:28][CH2:27]1)[CH2:15][C:16]([O:18][C:19]([CH3:22])([CH3:21])[CH3:20])=[O:17])=O)/[CH2:3][C:4]1[CH:5]=[N:6][CH:7]=[CH:8][CH:9]=1. (4) Given the product [CH3:1][O:2][C:3]([C:5]1[C:6]([OH:30])=[C:7]2[C:12](=[C:13]([C:36]3[CH:41]=[N:40][CH:39]=[CH:38][N:37]=3)[N:14]=1)[N:11]([CH2:16][C:17]1[CH:22]=[CH:21][CH:20]=[CH:19][CH:18]=1)[C:10](=[O:23])[C:9]([C:24]1[CH:29]=[CH:28][CH:27]=[CH:26][CH:25]=1)=[CH:8]2)=[O:4], predict the reactants needed to synthesize it. The reactants are: [CH3:1][O:2][C:3]([C:5]1[C:6]([OH:30])=[C:7]2[C:12](=[C:13](Br)[N:14]=1)[N:11]([CH2:16][C:17]1[CH:22]=[CH:21][CH:20]=[CH:19][CH:18]=1)[C:10](=[O:23])[C:9]([C:24]1[CH:29]=[CH:28][CH:27]=[CH:26][CH:25]=1)=[CH:8]2)=[O:4].C([Sn](CCCC)(CCCC)[C:36]1[CH:41]=[N:40][CH:39]=[CH:38][N:37]=1)CCC.CCOC(C)=O.Cl. (5) Given the product [Cl:1][C:2]1[CH:3]=[N:4][C:5]2[N:6]([N:8]=[C:9]([C:11]([N:27]3[CH2:26][CH2:25][N:24]4[C:20]([C:16]5[CH:15]=[N:14][CH:19]=[CH:18][CH:17]=5)=[N:21][N:22]=[C:23]4[CH2:28]3)=[O:13])[CH:10]=2)[CH:7]=1, predict the reactants needed to synthesize it. The reactants are: [Cl:1][C:2]1[CH:3]=[N:4][C:5]2[N:6]([N:8]=[C:9]([C:11]([OH:13])=O)[CH:10]=2)[CH:7]=1.[N:14]1[CH:19]=[CH:18][CH:17]=[C:16]([C:20]2[N:24]3[CH2:25][CH2:26][NH:27][CH2:28][C:23]3=[N:22][N:21]=2)[CH:15]=1. (6) Given the product [CH2:1]([O:3][C:4]1[CH:9]=[CH:8][C:7](/[CH:10]=[CH:11]/[C:12]([OH:14])=[O:13])=[CH:6][C:5]=1[O:16][CH2:17][CH2:18][CH3:19])[CH3:2], predict the reactants needed to synthesize it. The reactants are: [CH2:1]([O:3][C:4]1[CH:9]=[CH:8][C:7](/[CH:10]=[CH:11]/[C:12]([O:14]C)=[O:13])=[CH:6][C:5]=1[O:16][CH2:17][CH2:18][CH3:19])[CH3:2].[OH-].[K+].O. (7) Given the product [CH3:7][O:8][C:9](=[O:13])[CH2:10][N:11]([CH:1]=[O:2])[CH3:12], predict the reactants needed to synthesize it. The reactants are: [CH:1](OCC)=[O:2].Cl.[CH3:7][O:8][C:9](=[O:13])[CH2:10][NH:11][CH3:12].C(=O)([O-])[O-].[K+].[K+]. (8) Given the product [CH3:28][O:27][C:23]1[CH:22]=[C:5]([CH:4]=[C:3]([O:2][CH3:1])[C:24]=1[O:25][CH3:26])[C:6]([N:8]1[CH2:12][CH2:11][C:10]([CH2:13][CH2:14][N:46]2[CH2:47][CH2:48][CH2:49][N:43]([C:35]3[N:34]([CH2:33][CH2:32][O:31][CH2:29][CH3:30])[C:38]4[CH:39]=[CH:40][CH:41]=[CH:42][C:37]=4[N:36]=3)[CH2:44][CH2:45]2)([C:16]2[CH:21]=[CH:20][CH:19]=[CH:18][N:17]=2)[CH2:9]1)=[O:7], predict the reactants needed to synthesize it. The reactants are: [CH3:1][O:2][C:3]1[CH:4]=[C:5]([CH:22]=[C:23]([O:27][CH3:28])[C:24]=1[O:25][CH3:26])[C:6]([N:8]1[CH2:12][CH2:11][C:10]([C:16]2[CH:21]=[CH:20][CH:19]=[CH:18][N:17]=2)([CH2:13][CH:14]=O)[CH2:9]1)=[O:7].[CH2:29]([O:31][CH2:32][CH2:33][N:34]1[C:38]2[CH:39]=[CH:40][CH:41]=[CH:42][C:37]=2[N:36]=[C:35]1[N:43]1[CH2:49][CH2:48][CH2:47][NH:46][CH2:45][CH2:44]1)[CH3:30].C([BH3-])#N.[Na+].[OH-].[Na+]. (9) Given the product [C:35]1([C:34]([N:1]2[CH2:5][CH2:4][CH:3]([CH2:6][N:7]3[C:15]4[C:10](=[CH:11][C:12]([C:16]5[CH:17]=[N:18][N:19]([CH:21]6[CH2:26][CH2:25][CH2:24][CH2:23][O:22]6)[CH:20]=5)=[CH:13][CH:14]=4)[CH:9]=[CH:8]3)[CH2:2]2)=[O:41])[CH:40]=[CH:39][CH:38]=[CH:37][CH:36]=1, predict the reactants needed to synthesize it. The reactants are: [NH:1]1[CH2:5][CH2:4][CH:3]([CH2:6][N:7]2[C:15]3[C:10](=[CH:11][C:12]([C:16]4[CH:17]=[N:18][N:19]([CH:21]5[CH2:26][CH2:25][CH2:24][CH2:23][O:22]5)[CH:20]=4)=[CH:13][CH:14]=3)[CH:9]=[CH:8]2)[CH2:2]1.C(N(CC)CC)C.[C:34](Cl)(=[O:41])[C:35]1[CH:40]=[CH:39][CH:38]=[CH:37][CH:36]=1.CO.ClCCl.